Dataset: Full USPTO retrosynthesis dataset with 1.9M reactions from patents (1976-2016). Task: Predict the reactants needed to synthesize the given product. (1) The reactants are: [NH:1]([C:3](=[O:25])[CH:4]([NH:16][C:17](=[O:24])[C:18]1[CH:23]=[CH:22][CH:21]=[CH:20][CH:19]=1)[C:5]1[C:14]2[C:9](=[CH:10][CH:11]=[CH:12][CH:13]=2)[C:8](=[O:15])[NH:7][N:6]=1)[NH2:2].[Br:26][C:27]1[CH:28]=[C:29]([CH:32]=[CH:33][CH:34]=1)[CH:30]=O.C(O)(=O)C. Given the product [Br:26][C:27]1[CH:28]=[C:29]([CH:32]=[CH:33][CH:34]=1)/[CH:30]=[N:2]/[NH:1][C:3](=[O:25])[CH:4]([NH:16][C:17](=[O:24])[C:18]1[CH:23]=[CH:22][CH:21]=[CH:20][CH:19]=1)[C:5]1[C:14]2[C:9](=[CH:10][CH:11]=[CH:12][CH:13]=2)[C:8](=[O:15])[NH:7][N:6]=1, predict the reactants needed to synthesize it. (2) Given the product [Br-:1].[CH3:9][N+:10]([CH3:12])([CH3:11])[CH2:2][C:3](=[O:4])[NH:5][CH2:6][C:7]#[CH:8], predict the reactants needed to synthesize it. The reactants are: [Br:1][CH2:2][C:3]([NH:5][CH2:6][C:7]#[CH:8])=[O:4].[CH3:9][N:10]([CH3:12])[CH3:11]. (3) Given the product [NH2:20][C:19]1[N:15]([C:11]2[CH:10]=[C:9]([OH:8])[CH:14]=[CH:13][CH:12]=2)[N:16]=[C:17]([C:21]([CH3:42])([CH3:41])[CH2:22][O:23][Si:24]([C:37]([CH3:40])([CH3:39])[CH3:38])([C:25]2[CH:30]=[CH:29][CH:28]=[CH:27][CH:26]=2)[C:31]2[CH:36]=[CH:35][CH:34]=[CH:33][CH:32]=2)[CH:18]=1, predict the reactants needed to synthesize it. The reactants are: C([O:8][C:9]1[CH:10]=[C:11]([N:15]2[C:19]([NH2:20])=[CH:18][C:17]([C:21]([CH3:42])([CH3:41])[CH2:22][O:23][Si:24]([C:37]([CH3:40])([CH3:39])[CH3:38])([C:31]3[CH:36]=[CH:35][CH:34]=[CH:33][CH:32]=3)[C:25]3[CH:30]=[CH:29][CH:28]=[CH:27][CH:26]=3)=[N:16]2)[CH:12]=[CH:13][CH:14]=1)C1C=CC=CC=1.O.C([O-])=O.[NH4+]. (4) Given the product [C:38]([O:30][C:29](=[O:31])[C@@H:19]([CH2:20][O:21][CH2:22][C:23]1[CH:24]=[CH:25][CH:26]=[CH:27][CH:28]=1)[NH:18][C:16]([O:15][CH2:14][CH:12]1[C:13]2[CH:1]=[CH:2][CH:3]=[CH:4][C:5]=2[C:6]2[C:11]1=[CH:10][CH:9]=[CH:8][CH:7]=2)=[O:17])([CH3:37])([CH3:39])[CH3:46], predict the reactants needed to synthesize it. The reactants are: [CH:1]1[C:13]2[CH:12]([CH2:14][O:15][C:16]([NH:18][C@@H:19]([C:29]([OH:31])=[O:30])[CH2:20][O:21][CH2:22][C:23]3[CH:28]=[CH:27][CH:26]=[CH:25][CH:24]=3)=[O:17])[C:11]3[C:6](=[CH:7][CH:8]=[CH:9][CH:10]=3)[C:5]=2[CH:4]=[CH:3][CH:2]=1.C(OC[CH2:37][CH2:38][CH3:39])(=O)C.S(=O)(=O)(O)O.Cl[CH2:46]Cl. (5) Given the product [F:14][C:15]1[C:20]([S:21]([N:11]2[CH2:12][CH2:13][CH:8]([N:5]3[CH2:6][CH2:7][CH:2]([CH3:1])[CH2:3][CH2:4]3)[CH2:9][CH2:10]2)(=[O:23])=[O:22])=[CH:19][CH:18]=[CH:17][N:16]=1, predict the reactants needed to synthesize it. The reactants are: [CH3:1][CH:2]1[CH2:7][CH2:6][N:5]([CH:8]2[CH2:13][CH2:12][NH:11][CH2:10][CH2:9]2)[CH2:4][CH2:3]1.[F:14][C:15]1[C:20]([S:21](Cl)(=[O:23])=[O:22])=[CH:19][CH:18]=[CH:17][N:16]=1.